This data is from Reaction yield outcomes from USPTO patents with 853,638 reactions. The task is: Predict the reaction yield, written as a fraction of the theoretical maximum amount of product (1.0 means a 100% yield; for example, 0.34 means a 34% yield). (1) The reactants are [N:1]1([CH2:6][C@H:7]([C:23]2[CH:24]=[N:25][CH:26]=[CH:27][CH:28]=2)[O:8][C:9]2[C:10]([N+:20]([O-])=O)=[C:11]3[C:16](=[CH:17][CH:18]=2)[C:15](=[O:19])[CH2:14][CH2:13][CH2:12]3)[CH:5]=[CH:4][N:3]=[CH:2]1.CO.C(O)(=O)C.C([O-])(O)=O.[Na+]. The catalyst is [Fe].CCOC(C)=O.O. The product is [NH2:20][C:10]1[C:9]([O:8][C@@H:7]([C:23]2[CH:24]=[N:25][CH:26]=[CH:27][CH:28]=2)[CH2:6][N:1]2[CH:5]=[CH:4][N:3]=[CH:2]2)=[CH:18][CH:17]=[C:16]2[C:11]=1[CH2:12][CH2:13][CH2:14][C:15]2=[O:19]. The yield is 0.460. (2) The reactants are [CH3:1][C:2]1[CH:11]=[N:10][C:9]2[C:4](=[CH:5][C:6]([O:14][CH3:15])=[C:7]([O:12][CH3:13])[CH:8]=2)[N:3]=1.[O:16]1CCOCC1. No catalyst specified. The product is [CH3:13][O:12][C:7]1[CH:8]=[C:9]2[C:4](=[CH:5][C:6]=1[O:14][CH3:15])[N:3]=[C:2]([CH:1]=[O:16])[CH:11]=[N:10]2. The yield is 0.730. (3) The reactants are [F:1][C:2]([F:20])([F:19])[C:3]1[CH:4]=[C:5]([CH:16]=[CH:17][CH:18]=1)[O:6][C:7]1[CH:12]=[CH:11][C:10]([CH2:13][CH2:14][OH:15])=[CH:9][CH:8]=1.[N:21]#[C:22][NH2:23].[OH:24][S:25]([C:28]([F:31])([F:30])[F:29])(=[O:27])=[O:26].C(O)(C(F)(F)F)=O. The catalyst is C1COCC1. The product is [OH:27][S:25]([C:28]([F:31])([F:30])[F:29])(=[O:26])=[O:24].[C:22](=[NH:21])([O:15][CH2:14][CH2:13][C:10]1[CH:9]=[CH:8][C:7]([O:6][C:5]2[CH:16]=[CH:17][CH:18]=[C:3]([C:2]([F:19])([F:20])[F:1])[CH:4]=2)=[CH:12][CH:11]=1)[NH2:23]. The yield is 0.598. (4) The reactants are [CH:1]([C:4]1[CH:9]=[CH:8][C:7]([C:10](=O)[CH2:11][O:12][C:13]2[CH:18]=[C:17]([CH3:19])[CH:16]=[C:15]([CH3:20])[CH:14]=2)=[CH:6][CH:5]=1)([CH3:3])[CH3:2].O.[O-2].[O-2].[O-2].O=[Si]=O.O=[Si]=O.O=[Si]=O.O=[Si]=O.[Al+3].[Al+3]. The catalyst is C1(C)C=CC=CC=1. The product is [CH:1]([C:4]1[CH:9]=[CH:8][C:7]([C:10]2[C:14]3[C:15]([CH3:20])=[CH:16][C:17]([CH3:19])=[CH:18][C:13]=3[O:12][CH:11]=2)=[CH:6][CH:5]=1)([CH3:3])[CH3:2]. The yield is 1.00. (5) The reactants are FC(F)(F)S(O[C:7]1[C:12]([C:13](=[O:15])[CH3:14])=[CH:11][C:10]([Cl:16])=[C:9]([CH3:17])[C:8]=1[C:18]#[N:19])(=O)=O.[F:22][C:23]1[CH:24]=[C:25](B(O)O)[CH:26]=[C:27]([F:29])[CH:28]=1.N#N. The catalyst is C1(C)C=CC=CC=1.C(=O)(O)[O-].[Na+].O.C1C=CC([P]([Pd]([P](C2C=CC=CC=2)(C2C=CC=CC=2)C2C=CC=CC=2)([P](C2C=CC=CC=2)(C2C=CC=CC=2)C2C=CC=CC=2)[P](C2C=CC=CC=2)(C2C=CC=CC=2)C2C=CC=CC=2)(C2C=CC=CC=2)C2C=CC=CC=2)=CC=1. The product is [C:13]([C:12]1[CH:11]=[C:10]([Cl:16])[C:9]([CH3:17])=[C:8]([C:18]#[N:19])[C:7]=1[C:25]1[CH:24]=[C:23]([F:22])[CH:28]=[C:27]([F:29])[CH:26]=1)(=[O:15])[CH3:14]. The yield is 0.480. (6) The reactants are O.[NH2:2][C:3]1[C:4]2[C:5]3[C:6](=[N:18][N:19]([CH2:21][C:22]4[C:27]([Cl:28])=[C:26]([O:29][CH3:30])[C:25]([CH3:31])=[CH:24][N:23]=4)[N:20]=2)[CH:7]=[C:8]([CH2:13][C:14]([NH:16][CH3:17])=[O:15])[C:9]=3[CH2:10][S:11][N:12]=1.O.C(O)C.Cl. The catalyst is C(O)C. The product is [ClH:28].[NH2:2][C:3]1[C:4]2[C:5]3[C:6](=[N:18][N:19]([CH2:21][C:22]4[C:27]([Cl:28])=[C:26]([O:29][CH3:30])[C:25]([CH3:31])=[CH:24][N:23]=4)[N:20]=2)[CH:7]=[C:8]([CH2:13][C:14]([NH:16][CH3:17])=[O:15])[C:9]=3[CH2:10][S:11][N:12]=1. The yield is 0.930.